From a dataset of Forward reaction prediction with 1.9M reactions from USPTO patents (1976-2016). Predict the product of the given reaction. (1) Given the reactants [NH2:1][C:2]1[C:3]([C:13]2[CH:14]=[N:15][C:16]([N:19]3[CH2:24][CH2:23][O:22][CH2:21][CH2:20]3)=[CH:17][CH:18]=2)=[N:4][C:5]([Br:12])=[CH:6][C:7]=1[C:8]([O:10][CH3:11])=[O:9].N([O-])=O.[Na+].[N-:29]=[N+:30]=[N-].[Na+].CCOCC, predict the reaction product. The product is: [N:1]([C:2]1[C:3]([C:13]2[CH:14]=[N:15][C:16]([N:19]3[CH2:20][CH2:21][O:22][CH2:23][CH2:24]3)=[CH:17][CH:18]=2)=[N:4][C:5]([Br:12])=[CH:6][C:7]=1[C:8]([O:10][CH3:11])=[O:9])=[N+:29]=[N-:30]. (2) Given the reactants CN(C=O)C.[N:6]1[N:10]2[N:11]=[CH:12][CH:13]=[CH:14][C:9]2=[C:8](C(O)=O)[CH:7]=1.C(=O)([O-])O.[Na+].[Br:23]N1C(=O)CCC1=O, predict the reaction product. The product is: [Br:23][C:8]1[CH:7]=[N:6][N:10]2[C:9]=1[CH:14]=[CH:13][CH:12]=[N:11]2. (3) Given the reactants [CH3:1][N:2]([CH:10]([CH3:15])[CH2:11][CH2:12][CH:13]=[O:14])[C:3]([O:5][C:6]([CH3:9])([CH3:8])[CH3:7])=[O:4].CN1C(C)C[CH2:19][C:18]1=[O:23].Cl.CNC(C)CCC(O)=O.CNC(C)CCC(OCC)=O.C(OC(OC(C)(C)C)=O)(OC(C)(C)C)=O, predict the reaction product. The product is: [CH3:1][N:2]([CH:10]([CH3:15])[CH2:11][CH2:12][C:13]([O:23][CH2:18][CH3:19])=[O:14])[C:3]([O:5][C:6]([CH3:9])([CH3:7])[CH3:8])=[O:4]. (4) Given the reactants [CH3:1][C:2]1[C:3]([N:8](COCCOC)[S:9]([C:12]2[S:13][C:14]([CH3:44])=[CH:15][C:16]=2[C:17]2[CH:22]=[CH:21][C:20]([CH2:23][N:24]3[C:33]4[C:28](=[C:29]([CH3:35])[N:30]=[C:31]([CH3:34])[CH:32]=4)[CH:27]=[C:26]([C:36]4[CH:41]=[CH:40][CH:39]=[CH:38][CH:37]=4)[C:25]3=[O:42])=[CH:19][C:18]=2[CH3:43])(=[O:11])=[O:10])=[N:4][O:5][C:6]=1[CH3:7].Cl, predict the reaction product. The product is: [CH3:1][C:2]1[C:3]([NH:8][S:9]([C:12]2[S:13][C:14]([CH3:44])=[CH:15][C:16]=2[C:17]2[CH:22]=[CH:21][C:20]([CH2:23][N:24]3[C:33]4[C:28](=[C:29]([CH3:35])[N:30]=[C:31]([CH3:34])[CH:32]=4)[CH:27]=[C:26]([C:36]4[CH:37]=[CH:38][CH:39]=[CH:40][CH:41]=4)[C:25]3=[O:42])=[CH:19][C:18]=2[CH3:43])(=[O:11])=[O:10])=[N:4][O:5][C:6]=1[CH3:7]. (5) Given the reactants [CH:1]1([CH:6]([C:26]2[CH:31]=[CH:30][CH:29]=[CH:28][N:27]=2)[C:7]([NH:9][C:10]2[CH:11]=[C:12]3[C:16](=[CH:17][CH:18]=2)[N:15](C2CCCCO2)[N:14]=[C:13]3[I:25])=[O:8])[CH2:5][CH2:4][CH2:3][CH2:2]1.CC1C=CC(S(O)(=O)=O)=CC=1.O, predict the reaction product. The product is: [CH:1]1([CH:6]([C:26]2[CH:31]=[CH:30][CH:29]=[CH:28][N:27]=2)[C:7]([NH:9][C:10]2[CH:11]=[C:12]3[C:16](=[CH:17][CH:18]=2)[NH:15][N:14]=[C:13]3[I:25])=[O:8])[CH2:5][CH2:4][CH2:3][CH2:2]1.